The task is: Regression. Given a peptide amino acid sequence and an MHC pseudo amino acid sequence, predict their binding affinity value. This is MHC class I binding data.. This data is from Peptide-MHC class I binding affinity with 185,985 pairs from IEDB/IMGT. (1) The peptide sequence is ETKLGKAGY. The MHC is HLA-A30:02 with pseudo-sequence HLA-A30:02. The binding affinity (normalized) is 0.165. (2) The peptide sequence is SLICGAALY. The MHC is HLA-A26:01 with pseudo-sequence HLA-A26:01. The binding affinity (normalized) is 0.797. (3) The peptide sequence is AVPTAQSQV. The MHC is HLA-A02:01 with pseudo-sequence HLA-A02:01. The binding affinity (normalized) is 0.153. (4) The peptide sequence is MSAAIKDQK. The MHC is HLA-A68:01 with pseudo-sequence HLA-A68:01. The binding affinity (normalized) is 0.637. (5) The binding affinity (normalized) is 0.0184. The peptide sequence is RTSKAPLER. The MHC is HLA-A30:01 with pseudo-sequence HLA-A30:01. (6) The peptide sequence is KILTAGLSV. The MHC is HLA-A02:06 with pseudo-sequence HLA-A02:06. The binding affinity (normalized) is 0.685. (7) The peptide sequence is VVLDLFARK. The MHC is HLA-A03:01 with pseudo-sequence HLA-A03:01. The binding affinity (normalized) is 0.522. (8) The peptide sequence is EIEKVEKYL. The MHC is HLA-A02:03 with pseudo-sequence HLA-A02:03. The binding affinity (normalized) is 0.0104. (9) The peptide sequence is SVFPFDGTR. The MHC is HLA-A11:01 with pseudo-sequence HLA-A11:01. The binding affinity (normalized) is 0.763.